Dataset: Catalyst prediction with 721,799 reactions and 888 catalyst types from USPTO. Task: Predict which catalyst facilitates the given reaction. (1) Reactant: [CH2:1]([C:5]1[CH:10]=[CH:9][C:8]([C:11]#[C:12][C:13]2[CH:44]=[CH:43][C:16]([CH2:17][N:18]([CH2:30][C:31]3[CH:42]=[CH:41][C:34]([O:35][CH2:36][C:37]([O:39]C)=[O:38])=[CH:33][CH:32]=3)[C:19]([C:21]3[C:29]4[C:24](=[CH:25][CH:26]=[CH:27][CH:28]=4)[NH:23][N:22]=3)=[O:20])=[CH:15][CH:14]=2)=[CH:7][CH:6]=1)[CH2:2][CH2:3][CH3:4].[OH-].[Na+]. Product: [CH2:1]([C:5]1[CH:6]=[CH:7][C:8]([C:11]#[C:12][C:13]2[CH:14]=[CH:15][C:16]([CH2:17][N:18]([CH2:30][C:31]3[CH:32]=[CH:33][C:34]([O:35][CH2:36][C:37]([OH:39])=[O:38])=[CH:41][CH:42]=3)[C:19]([C:21]3[C:29]4[C:24](=[CH:25][CH:26]=[CH:27][CH:28]=4)[NH:23][N:22]=3)=[O:20])=[CH:43][CH:44]=2)=[CH:9][CH:10]=1)[CH2:2][CH2:3][CH3:4]. The catalyst class is: 92. (2) Reactant: [CH2:1]([O:8][C:9](=[O:23])[CH2:10][C@@H:11]([C:20]([OH:22])=O)[NH:12][C:13]([O:15][C:16]([CH3:19])([CH3:18])[CH3:17])=[O:14])[C:2]1[CH:7]=[CH:6][CH:5]=[CH:4][CH:3]=1.[C:24]1([CH:30]([NH2:34])[CH2:31][CH2:32][CH3:33])[CH:29]=[CH:28][CH:27]=[CH:26][CH:25]=1.CCN=C=NCCCN(C)C.Cl.ON1C2C=CC=CC=2N=N1. Product: [CH2:1]([O:8][C:9](=[O:23])[CH2:10][C@@H:11]([C:20]([NH:34][CH:30]([C:24]1[CH:29]=[CH:28][CH:27]=[CH:26][CH:25]=1)[CH2:31][CH2:32][CH3:33])=[O:22])[NH:12][C:13]([O:15][C:16]([CH3:17])([CH3:18])[CH3:19])=[O:14])[C:2]1[CH:3]=[CH:4][CH:5]=[CH:6][CH:7]=1. The catalyst class is: 18. (3) Product: [CH3:43][N:41]1[CH:42]=[C:38]([C:36]2[N:23]3[C:24]([C:25]4[CH:26]=[C:27]([C:28]5[CH:29]=[CH:30][CH:31]=[CH:32][CH:33]=5)[C:18]([C:15]5[CH:16]=[CH:17][C:12]([C:8]6([NH:7][C:6](=[O:44])[O:5][C:1]([CH3:4])([CH3:3])[CH3:2])[CH2:11][CH2:10][CH2:9]6)=[CH:13][CH:14]=5)=[N:19][C:20]=4[CH:21]=[CH:22]3)=[N:34][N:35]=2)[N:39]=[CH:40]1. The catalyst class is: 13. Reactant: [C:1]([O:5][C:6](=[O:44])[NH:7][C:8]1([C:12]2[CH:17]=[CH:16][C:15]([C:18]3[C:27]([C:28]4[CH:33]=[CH:32][CH:31]=[CH:30][CH:29]=4)=[CH:26][C:25]4[C:20](=[CH:21][CH:22]=[N:23][C:24]=4[NH:34][NH:35][C:36]([C:38]4[N:39]=[CH:40][N:41]([CH3:43])[CH:42]=4)=O)[N:19]=3)=[CH:14][CH:13]=2)[CH2:11][CH2:10][CH2:9]1)([CH3:4])([CH3:3])[CH3:2].C(O)(=O)C.O1CCOCC1. (4) Reactant: Cl.[CH3:2][NH:3][CH2:4][CH2:5][NH:6][S:7]([C:10]1[CH:15]=[C:14]([S:16]([C:19]2[CH:24]=[CH:23][CH:22]=[CH:21][CH:20]=2)(=[O:18])=[O:17])[CH:13]=[CH:12][C:11]=1[C:25]([F:28])([F:27])[F:26])(=[O:9])=[O:8].N1([C:34]([NH:36][CH:37]2[CH2:42][CH2:41][N:40]([C:43]([O:45][C:46]([CH3:49])([CH3:48])[CH3:47])=[O:44])[CH2:39][CH2:38]2)=[O:35])C=CN=C1.C(N(C(C)C)CC)(C)C. Product: [CH3:2][N:3]([CH2:4][CH2:5][NH:6][S:7]([C:10]1[CH:15]=[C:14]([S:16]([C:19]2[CH:24]=[CH:23][CH:22]=[CH:21][CH:20]=2)(=[O:18])=[O:17])[CH:13]=[CH:12][C:11]=1[C:25]([F:28])([F:26])[F:27])(=[O:9])=[O:8])[C:34]([NH:36][CH:37]1[CH2:42][CH2:41][N:40]([C:43]([O:45][C:46]([CH3:49])([CH3:48])[CH3:47])=[O:44])[CH2:39][CH2:38]1)=[O:35]. The catalyst class is: 2. (5) Reactant: [CH:1]1([C:4]2[C:12]3[CH2:11][CH:10]([C:13]([O:15]C)=[O:14])[CH2:9][CH2:8][C:7]=3[NH:6][N:5]=2)[CH2:3][CH2:2]1.O[Li].O. Product: [CH:1]1([C:4]2[C:12]3[CH2:11][CH:10]([C:13]([OH:15])=[O:14])[CH2:9][CH2:8][C:7]=3[NH:6][N:5]=2)[CH2:2][CH2:3]1. The catalyst class is: 24.